Dataset: Acute oral toxicity (LD50) regression data from Zhu et al.. Task: Regression/Classification. Given a drug SMILES string, predict its toxicity properties. Task type varies by dataset: regression for continuous values (e.g., LD50, hERG inhibition percentage) or binary classification for toxic/non-toxic outcomes (e.g., AMES mutagenicity, cardiotoxicity, hepatotoxicity). Dataset: ld50_zhu. (1) The compound is C[N+](C)([O-])c1ccc(N=Nc2ccccc2)cc1. The rat oral LD50 is 2.04, given as -log10 of the dose in mol/kg body weight (higher means more acutely toxic). (2) The compound is C=CC(=O)OCCCCOC(=O)C=C. The rat oral LD50 is 2.53, given as -log10 of the dose in mol/kg body weight (higher means more acutely toxic).